Task: Predict the reactants needed to synthesize the given product.. Dataset: Full USPTO retrosynthesis dataset with 1.9M reactions from patents (1976-2016) (1) Given the product [C:2]([C:7]1[N:8]=[C:9]([CH2:12][N:13]2[N:17]=[C:16]([NH:18][C:31]([C:27]3[N:28]=[CH:29][O:30][C:26]=3[C:22]3[CH:23]=[CH:24][CH:25]=[C:20]([Cl:19])[CH:21]=3)=[O:32])[CH:15]=[N:14]2)[S:10][CH:11]=1)(=[O:6])[CH3:1], predict the reactants needed to synthesize it. The reactants are: [CH3:1][C:2]1([C:7]2[N:8]=[C:9]([CH2:12][N:13]3[N:17]=[C:16]([NH2:18])[CH:15]=[N:14]3)[S:10][CH:11]=2)[O:6]CCO1.[Cl:19][C:20]1[CH:21]=[C:22]([C:26]2[O:30][CH:29]=[N:28][C:27]=2[C:31](O)=[O:32])[CH:23]=[CH:24][CH:25]=1. (2) Given the product [NH2:33][C:16]1[N:15]([CH2:14][C:13]([CH3:35])([CH3:34])[CH3:12])[C:19]2=[N:20][C:21]([C:24](=[O:8])[C:25]([C:26]3[CH:27]=[CH:28][C:29]([F:32])=[CH:30][CH:31]=3)=[O:48])=[CH:22][CH:23]=[C:18]2[N:17]=1, predict the reactants needed to synthesize it. The reactants are: [O-]S([O-])(=O)=O.[Mg+2].C([O-])(O)=[O:8].[Na+].[CH3:12][C:13]([CH3:35])([CH3:34])[CH2:14][N:15]1[C:19]2=[N:20][C:21]([C:24]#[C:25][C:26]3[CH:31]=[CH:30][C:29]([F:32])=[CH:28][CH:27]=3)=[CH:22][CH:23]=[C:18]2[N:17]=[C:16]1[NH2:33].[O-][Mn](=O)(=O)=O.[K+].[O-]S([O-])=O.[Na+].[Na+].[OH2:48]. (3) Given the product [NH2:1][C:2]1[N:7]=[C:6]([N:15]([CH3:14])[O:16][CH3:17])[N:5]=[C:4]([NH:9][CH2:10][CH2:11][CH3:12])[N:3]=1, predict the reactants needed to synthesize it. The reactants are: [NH2:1][C:2]1[N:7]=[C:6](Cl)[N:5]=[C:4]([NH:9][CH2:10][CH2:11][CH3:12])[N:3]=1.Cl.[CH3:14][NH:15][O:16][CH3:17].CCN(C(C)C)C(C)C. (4) Given the product [CH2:27]([N:3]([CH2:1][CH3:2])[C:4]([CH:6]1[C:18]2[C:17]3[C:12](=[CH:13][CH:14]=[C:15]([O:19][CH2:31][CH3:32])[CH:16]=3)[N:11]([CH2:20][CH2:21][OH:22])[C:10]=2[C:9]2[CH:23]=[CH:24][CH:25]=[CH:26][C:8]=2[S:7]1)=[O:5])[CH3:28], predict the reactants needed to synthesize it. The reactants are: [CH2:1]([N:3]([CH2:27][CH3:28])[C:4]([CH:6]1[C:18]2[C:17]3[C:12](=[CH:13][CH:14]=[C:15]([OH:19])[CH:16]=3)[N:11]([CH2:20][CH2:21][OH:22])[C:10]=2[C:9]2[CH:23]=[CH:24][CH:25]=[CH:26][C:8]=2[S:7]1)=[O:5])[CH3:2].[H-].[Na+].[CH2:31](Br)[CH3:32]. (5) Given the product [NH2:23][C:20]1[CH:19]=[CH:18][C:17]([O:16][CH2:15][CH2:14][CH2:13][CH2:12][CH2:11][CH2:10][CH:5]([CH2:3][OH:2])[CH2:6][OH:7])=[CH:22][CH:21]=1, predict the reactants needed to synthesize it. The reactants are: C[O:2][C:3]([CH:5]([CH2:10][CH2:11][CH2:12][CH2:13][CH2:14][CH2:15][O:16][C:17]1[CH:22]=[CH:21][C:20]([N+:23]([O-])=O)=[CH:19][CH:18]=1)[C:6](OC)=[O:7])=O.[Li+].[BH4-].CO. (6) The reactants are: CC1(C)C(C)(C)OB([C:9]2[CH:10]=[C:11]([C:15]3([CH2:19][NH:20][C:21](=[O:27])[O:22][C:23]([CH3:26])([CH3:25])[CH3:24])[CH2:18][O:17][CH2:16]3)[CH:12]=[CH:13][CH:14]=2)O1.I[C:30]1[CH:35]=[CH:34][N:33]=[C:32]2[N:36]([C:43]([C:56]3[CH:61]=[CH:60][CH:59]=[CH:58][CH:57]=3)([C:50]3[CH:55]=[CH:54][CH:53]=[CH:52][CH:51]=3)[C:44]3[CH:49]=[CH:48][CH:47]=[CH:46][CH:45]=3)[N:37]=[C:38]([C:39]([F:42])([F:41])[F:40])[C:31]=12.C(=O)([O-])[O-].[Na+].[Na+].O. Given the product [F:40][C:39]([F:42])([F:41])[C:38]1[C:31]2[C:32](=[N:33][CH:34]=[CH:35][C:30]=2[C:9]2[CH:10]=[C:11]([C:15]3([CH2:19][NH:20][C:21](=[O:27])[O:22][C:23]([CH3:25])([CH3:24])[CH3:26])[CH2:16][O:17][CH2:18]3)[CH:12]=[CH:13][CH:14]=2)[N:36]([C:43]([C:56]2[CH:61]=[CH:60][CH:59]=[CH:58][CH:57]=2)([C:50]2[CH:55]=[CH:54][CH:53]=[CH:52][CH:51]=2)[C:44]2[CH:49]=[CH:48][CH:47]=[CH:46][CH:45]=2)[N:37]=1, predict the reactants needed to synthesize it. (7) Given the product [F:12][C:11]1[CH:10]=[C:9]2[C:4](=[CH:3][C:2]=1[F:1])[C@H:5]([OH:13])[C@@H:6]([O:17][CH3:16])[CH:7]=[CH:8]2, predict the reactants needed to synthesize it. The reactants are: [F:1][C:2]1[CH:3]=[C:4]2[C:9](=[CH:10][C:11]=1[F:12])[CH:8]1[O:13][CH:5]2[CH:6]=[CH:7]1.C1C[O:17][CH2:16]C1.